This data is from Full USPTO retrosynthesis dataset with 1.9M reactions from patents (1976-2016). The task is: Predict the reactants needed to synthesize the given product. Given the product [C:1]([P:5]([C:6]([CH3:9])([CH3:8])[CH3:7])[CH3:12])([CH3:4])([CH3:3])[CH3:2], predict the reactants needed to synthesize it. The reactants are: [C:1]([P:5](Cl)[C:6]([CH3:9])([CH3:8])[CH3:7])([CH3:4])([CH3:3])[CH3:2].O1CCC[CH2:12]1.C[Mg]Br.C1(C)C=CC=CC=1.